This data is from Peptide-MHC class I binding affinity with 185,985 pairs from IEDB/IMGT. The task is: Regression. Given a peptide amino acid sequence and an MHC pseudo amino acid sequence, predict their binding affinity value. This is MHC class I binding data. (1) The binding affinity (normalized) is 0.0847. The peptide sequence is KVGYFQHGA. The MHC is HLA-B51:01 with pseudo-sequence HLA-B51:01. (2) The peptide sequence is FLFPDTRYV. The MHC is HLA-A02:02 with pseudo-sequence HLA-A02:02. The binding affinity (normalized) is 1.00. (3) The peptide sequence is LTQAAGQAF. The MHC is HLA-A02:01 with pseudo-sequence HLA-A02:01. The binding affinity (normalized) is 0.213. (4) The peptide sequence is VVPGFQAL. The MHC is Mamu-A02 with pseudo-sequence Mamu-A02. The binding affinity (normalized) is 0. (5) The binding affinity (normalized) is 0.539. The peptide sequence is GEIPFYGKAI. The MHC is HLA-B40:01 with pseudo-sequence HLA-B40:01. (6) The peptide sequence is IVPDIKLDA. The MHC is HLA-A68:02 with pseudo-sequence HLA-A68:02. The binding affinity (normalized) is 0.264.